From a dataset of Full USPTO retrosynthesis dataset with 1.9M reactions from patents (1976-2016). Predict the reactants needed to synthesize the given product. (1) The reactants are: [CH3:1][S:2]([OH:5])(=[O:4])=[O:3].[CH3:6][CH:7]([CH3:14])[CH2:8][C:9]([O:11][CH2:12]Cl)=[O:10]. Given the product [CH3:6][CH:7]([CH3:14])[CH2:8][C:9]([O:11][CH2:12][O:3][S:2]([CH3:1])(=[O:5])=[O:4])=[O:10], predict the reactants needed to synthesize it. (2) Given the product [CH:29]1([CH:17]([C:16]2[N:8]([C:5]3[CH:4]=[CH:3][CH:2]=[CH:7][CH:6]=3)[N:9]=[C:10]3[C:15]=2[CH2:14][CH2:13][CH2:12][CH2:11]3)[CH2:18][CH2:19][C:20]2[CH:28]=[CH:27][C:23]([C:24]([OH:26])=[O:25])=[CH:22][CH:21]=2)[CH2:34][CH2:33][CH2:32][CH2:31][CH2:30]1, predict the reactants needed to synthesize it. The reactants are: Cl[C:2]1[CH:7]=[CH:6][C:5]([N:8]2[C:16]([CH:17]([CH:29]3[CH2:34][CH2:33][CH2:32][CH2:31][CH2:30]3)/[CH:18]=[CH:19]/[C:20]3[CH:28]=[CH:27][C:23]([C:24]([OH:26])=[O:25])=[CH:22][CH:21]=3)=[C:15]3[C:10]([CH2:11][CH2:12][CH2:13][CH2:14]3)=[N:9]2)=[CH:4][CH:3]=1.CO. (3) Given the product [O:40]=[C:31]1[C:32]2[C:37](=[CH:36][CH:35]=[CH:34][CH:33]=2)[C:38](=[O:39])[N:30]1[C:28]1[N:3]=[N:2][N:1]([CH2:4][CH2:5][CH2:6][CH2:7][N:8]2[CH:12]=[C:11]([C:13]([NH:15][CH2:16][C:17]3[CH:22]=[CH:21][CH:20]=[C:19]([O:23][C:24]([F:27])([F:26])[F:25])[CH:18]=3)=[O:14])[N:10]=[N:9]2)[CH:29]=1, predict the reactants needed to synthesize it. The reactants are: [N:1]([CH2:4][CH2:5][CH2:6][CH2:7][N:8]1[CH:12]=[C:11]([C:13]([NH:15][CH2:16][C:17]2[CH:22]=[CH:21][CH:20]=[C:19]([O:23][C:24]([F:27])([F:26])[F:25])[CH:18]=2)=[O:14])[N:10]=[N:9]1)=[N+:2]=[N-:3].[C:28]([N:30]1[C:38](=[O:39])[C:37]2[C:32](=[CH:33][CH:34]=[CH:35][CH:36]=2)[C:31]1=[O:40])#[CH:29].C(O)[C@H](O)[C@H]1OC(=O)C(O)=C1O. (4) Given the product [S:15]1[CH2:16][CH2:17][CH:12]([C:8]2[CH:9]=[C:10]([NH2:11])[N:3]3[N:4]=[CH:5][CH:6]=[C:2]3[N:1]=2)[CH2:13][CH2:14]1, predict the reactants needed to synthesize it. The reactants are: [NH2:1][C:2]1[CH:6]=[CH:5][NH:4][N:3]=1.O=[C:8]([CH:12]1[CH2:17][CH2:16][S:15][CH2:14][CH2:13]1)[CH2:9][C:10]#[N:11]. (5) The reactants are: [CH3:1][N:2]1[C:6]([CH2:7][NH:8][C:9]2[C:10](=[O:28])[N:11]([CH3:27])[N:12]=[C:13]([O:15][CH2:16][C@H:17]3[CH2:19][C@@H:18]3[C:20]3[CH:25]=[CH:24][C:23]([CH3:26])=[CH:22][N:21]=3)[CH:14]=2)=[CH:5][C:4]([CH3:29])=[N:3]1.C1C(=O)N([Cl:37])C(=O)C1. Given the product [Cl:37][C:5]1[C:4]([CH3:29])=[N:3][N:2]([CH3:1])[C:6]=1[CH2:7][NH:8][C:9]1[C:10](=[O:28])[N:11]([CH3:27])[N:12]=[C:13]([O:15][CH2:16][C@H:17]2[CH2:19][C@@H:18]2[C:20]2[CH:25]=[CH:24][C:23]([CH3:26])=[CH:22][N:21]=2)[CH:14]=1, predict the reactants needed to synthesize it. (6) Given the product [Cl:1][C:2]1[CH:3]=[CH:4][C:5]2[O:9][C:8]([C:10]3[CH:11]=[CH:12][C:13]4[N:17]([CH:18]5[CH2:19][CH2:20][O:21][CH2:22][CH2:23]5)[C:25]([C:27]5[CH:28]=[CH:29][C:30]([C:31]([O:33][CH3:34])=[O:32])=[CH:35][CH:36]=5)=[N:15][C:14]=4[CH:16]=3)=[N:7][C:6]=2[CH:24]=1, predict the reactants needed to synthesize it. The reactants are: [Cl:1][C:2]1[CH:3]=[CH:4][C:5]2[O:9][C:8]([C:10]3[CH:11]=[CH:12][C:13]([NH:17][CH:18]4[CH2:23][CH2:22][O:21][CH2:20][CH2:19]4)=[C:14]([CH:16]=3)[NH2:15])=[N:7][C:6]=2[CH:24]=1.[CH:25]([C:27]1[CH:36]=[CH:35][C:30]([C:31]([O:33][CH3:34])=[O:32])=[CH:29][CH:28]=1)=O.OOS([O-])=O.[K+].C(=O)([O-])[O-].[K+].[K+]. (7) Given the product [C:27]([C:24]1[CH:23]=[CH:22][C:21]([CH2:20][N:6]2[CH2:5][CH2:4][N:3]([C:7]3[CH:8]=[CH:9][C:10]([C:11]([O:13][CH3:14])=[O:12])=[CH:15][CH:16]=3)[C:2]2=[O:1])=[CH:26][CH:25]=1)([CH3:30])([CH3:28])[CH3:29], predict the reactants needed to synthesize it. The reactants are: [O:1]=[C:2]1[NH:6][CH2:5][CH2:4][N:3]1[C:7]1[CH:16]=[CH:15][C:10]([C:11]([O:13][CH3:14])=[O:12])=[CH:9][CH:8]=1.[H-].[Na+].Br[CH2:20][C:21]1[CH:26]=[CH:25][C:24]([C:27]([CH3:30])([CH3:29])[CH3:28])=[CH:23][CH:22]=1.